Dataset: Catalyst prediction with 721,799 reactions and 888 catalyst types from USPTO. Task: Predict which catalyst facilitates the given reaction. (1) Reactant: [C:1]([C:5]1[S:9][C:8]([NH2:10])=[N:7][N:6]=1)([CH3:4])([CH3:3])[CH3:2].CN(C)CCN(C)C.[C:19](O[C:19]([O:21][C:22]([CH3:25])([CH3:24])[CH3:23])=[O:20])([O:21][C:22]([CH3:25])([CH3:24])[CH3:23])=[O:20]. Product: [C:1]([C:5]1[S:9][C:8]([NH:10][C:19](=[O:20])[O:21][C:22]([CH3:25])([CH3:24])[CH3:23])=[N:7][N:6]=1)([CH3:4])([CH3:3])[CH3:2]. The catalyst class is: 4. (2) Reactant: [Cl:1][C:2]1[CH:3]=[N:4][CH:5]=[C:6]([Cl:8])[CH:7]=1.[Li+].CC([N-]C(C)C)C.[C:17](=[O:19])=[O:18]. Product: [Cl:1][C:2]1[CH:3]=[N:4][CH:5]=[C:6]([Cl:8])[C:7]=1[C:17]([OH:19])=[O:18]. The catalyst class is: 1. (3) Reactant: [CH2:1]([C:4]1[C:8]([CH2:9][CH2:10][CH2:11][OH:12])=[CH:7][N:6]([C:13]2[CH:18]=[CH:17][C:16]([C:19]([F:22])([F:21])[F:20])=[CH:15][N:14]=2)[N:5]=1)[CH2:2][CH3:3].O[C:24]1[CH:25]=[CH:26][C:27]([O:35][CH3:36])=[C:28]([CH2:30][C:31]([O:33]C)=[O:32])[CH:29]=1.C(P(CCCC)CCCC)CCC.N(C(N1CCCCC1)=O)=NC(N1CCCCC1)=O. Product: [CH3:36][O:35][C:27]1[CH:26]=[CH:25][C:24]([O:12][CH2:11][CH2:10][CH2:9][C:8]2[C:4]([CH2:1][CH2:2][CH3:3])=[N:5][N:6]([C:13]3[CH:18]=[CH:17][C:16]([C:19]([F:21])([F:20])[F:22])=[CH:15][N:14]=3)[CH:7]=2)=[CH:29][C:28]=1[CH2:30][C:31]([OH:33])=[O:32]. The catalyst class is: 7. (4) Reactant: Cl[CH2:2][CH2:3][CH2:4][CH2:5][CH:6]([C:16]1[NH:20][N:19]=[C:18]([NH:21][C:22]2[CH:27]=[CH:26][C:25]([N:28]3[CH:32]=[C:31]([Cl:33])[N:30]=[CH:29]3)=[C:24]([O:34][CH3:35])[CH:23]=2)[N:17]=1)[C:7]1[CH:12]=[C:11]([F:13])[C:10]([F:14])=[C:9]([F:15])[CH:8]=1.[I-].[Na+]. Product: [Cl:33][C:31]1[N:30]=[CH:29][N:28]([C:25]2[CH:26]=[CH:27][C:22]([NH:21][C:18]3[N:17]=[C:16]4[CH:6]([C:7]5[CH:12]=[C:11]([F:13])[C:10]([F:14])=[C:9]([F:15])[CH:8]=5)[CH2:5][CH2:4][CH2:3][CH2:2][N:20]4[N:19]=3)=[CH:23][C:24]=2[O:34][CH3:35])[CH:32]=1. The catalyst class is: 21. (5) Reactant: [OH-].[Na+].C[O:4][C:5]([C:7]1[CH:8]=[N:9][C:10]([CH2:13][O:14]C(=O)C)=[CH:11][CH:12]=1)=[O:6].Cl. Product: [OH:14][CH2:13][C:10]1[N:9]=[CH:8][C:7]([C:5]([OH:6])=[O:4])=[CH:12][CH:11]=1. The catalyst class is: 5. (6) Reactant: [N+:1]([C:4]1[C:9]([N+:10]([O-:12])=[O:11])=[CH:8][CH:7]=[CH:6][C:5]=1[OH:13])([O-:3])=[O:2].C([O-])([O-])=O.[K+].[K+].Br[CH2:21][CH2:22][O:23][CH3:24]. Product: [CH3:24][O:23][CH2:22][CH2:21][O:13][C:5]1[CH:6]=[CH:7][CH:8]=[C:9]([N+:10]([O-:12])=[O:11])[C:4]=1[N+:1]([O-:3])=[O:2]. The catalyst class is: 21.